From a dataset of Forward reaction prediction with 1.9M reactions from USPTO patents (1976-2016). Predict the product of the given reaction. (1) Given the reactants F[P-](F)(F)(F)(F)F.N1(OC(N(C)C)=[N+](C)C)C2N=CC=CC=2N=N1.[O:25]1[C:30]2([CH2:35][CH2:34][N:33]([CH2:36][C:37]3[CH:38]=[C:39]([CH2:43][CH2:44][OH:45])[CH:40]=[CH:41][CH:42]=3)[CH2:32][CH2:31]2)[CH2:29][NH:28][CH2:27][CH2:26]1.[CH2:46]([C:49]1[S:50][CH:51]=[C:52]([C:54](O)=[O:55])[N:53]=1)[CH2:47][CH3:48].C(N(CC)CC)C, predict the reaction product. The product is: [OH:45][CH2:44][CH2:43][C:39]1[CH:38]=[C:37]([CH:42]=[CH:41][CH:40]=1)[CH2:36][N:33]1[CH2:32][CH2:31][C:30]2([O:25][CH2:26][CH2:27][N:28]([C:54]([C:52]3[N:53]=[C:49]([CH2:46][CH2:47][CH3:48])[S:50][CH:51]=3)=[O:55])[CH2:29]2)[CH2:35][CH2:34]1. (2) Given the reactants O[C:2]([CH3:30])([CH3:29])[CH2:3][C@@:4]1([C:23]2[CH:28]=[CH:27][CH:26]=[CH:25][CH:24]=2)[O:9][C:8](=[O:10])[N:7]([C@H:11]([C:13]2[CH:22]=[CH:21][C:16]([C:17]([NH:19][NH2:20])=[O:18])=[CH:15][CH:14]=2)[CH3:12])[CH2:6][CH2:5]1.O.[C:32]1(C)C=CC(S(O)(=O)=O)=C[CH:33]=1.COC(OC)(OC)C, predict the reaction product. The product is: [CH3:29][C:2](=[CH2:30])[CH2:3][C@:4]1([C:23]2[CH:24]=[CH:25][CH:26]=[CH:27][CH:28]=2)[O:9][C:8](=[O:10])[N:7]([C@H:11]([C:13]2[CH:22]=[CH:21][C:16]([C:17]3[O:18][C:32]([CH3:33])=[N:20][N:19]=3)=[CH:15][CH:14]=2)[CH3:12])[CH2:6][CH2:5]1. (3) Given the reactants [Br:1][C:2]1[C:7]([CH:8]=[O:9])=[CH:6][CH:5]=[CH:4][C:3]=1[CH:10]=[O:11].[CH2:12](O)[CH2:13][OH:14], predict the reaction product. The product is: [Br:1][C:2]1[C:7]([CH:8]2[O:14][CH2:13][CH2:12][O:9]2)=[CH:6][CH:5]=[CH:4][C:3]=1[CH:10]=[O:11]. (4) The product is: [CH3:3][C@@H:4]1[CH2:9][O:8][CH2:7][CH2:6][N:5]1[C:10]1[CH:15]=[C:14]([C:16]2([S:19]([CH3:22])(=[NH:21])=[O:20])[CH2:18][CH2:17]2)[N:13]=[C:12]([C:23]2[CH:28]=[CH:27][N:26]=[C:25]3[NH:29][CH:30]=[CH:31][C:24]=23)[N:11]=1. Given the reactants [OH-].[Na+].[CH3:3][C@@H:4]1[CH2:9][O:8][CH2:7][CH2:6][N:5]1[C:10]1[CH:15]=[C:14]([C:16]2([S:19]([CH3:22])(=[NH:21])=[O:20])[CH2:18][CH2:17]2)[N:13]=[C:12]([C:23]2[CH:28]=[CH:27][N:26]=[C:25]3[N:29](S(C4C=CC(C)=CC=4)(=O)=O)[CH:30]=[CH:31][C:24]=23)[N:11]=1.O.Cl, predict the reaction product. (5) The product is: [N+:1]([C:4]1[CH:9]=[CH:8][CH:7]=[CH:6][C:5]=1[N:10]1[C:22]([C:23]2[CH:28]=[CH:27][CH:26]=[CH:25][CH:24]=2)=[C:16]([C:17]([O:19][CH2:20][CH3:21])=[O:18])[NH:13][C:11]1=[O:12])([O-:3])=[O:2]. Given the reactants [N+:1]([C:4]1[CH:9]=[CH:8][CH:7]=[CH:6][C:5]=1[NH:10][C:11]([NH2:13])=[O:12])([O-:3])=[O:2].[N+](=[C:16]([C:22](=O)[C:23]1[CH:28]=[CH:27][CH:26]=[CH:25][CH:24]=1)[C:17]([O:19][CH2:20][CH3:21])=[O:18])=[N-].C1(C)C=CC=CC=1, predict the reaction product. (6) Given the reactants Br[C:2]1[N:10]([CH2:11][CH:12]=[C:13]([CH3:15])[CH3:14])[C:9]2[C:8](=[O:16])[N:7]([CH2:17][C:18](=[O:25])[C:19]3[CH:24]=[CH:23][CH:22]=[CH:21][CH:20]=3)[C:6](=[O:26])[N:5]([CH3:27])[C:4]=2[N:3]=1.[CH2:28]1[C@@H:32]2[CH2:33][NH:34][CH2:35][C@@H:31]2[CH2:30][N:29]1[C:36]([O:38][C:39]([CH3:42])([CH3:41])[CH3:40])=[O:37].C(=O)([O-])[O-].[K+].[K+], predict the reaction product. The product is: [CH3:27][N:5]1[C:4]2[N:3]=[C:2]([N:34]3[CH2:33][C@@H:32]4[CH2:28][N:29]([C:36]([O:38][C:39]([CH3:42])([CH3:41])[CH3:40])=[O:37])[CH2:30][C@@H:31]4[CH2:35]3)[N:10]([CH2:11][CH:12]=[C:13]([CH3:15])[CH3:14])[C:9]=2[C:8](=[O:16])[N:7]([CH2:17][C:18](=[O:25])[C:19]2[CH:24]=[CH:23][CH:22]=[CH:21][CH:20]=2)[C:6]1=[O:26]. (7) Given the reactants [Cl:1][C:2]1[CH:15]=[CH:14][C:5]([CH2:6][C:7]2[C:8]([CH3:13])=[N:9][NH:10][C:11]=2[NH2:12])=[CH:4][CH:3]=1.[CH3:16][O:17][C:18]1[CH:19]=[C:20]([C:26](=O)[CH2:27][C:28](OC)=[O:29])[CH:21]=[CH:22][C:23]=1[O:24][CH3:25], predict the reaction product. The product is: [Cl:1][C:2]1[CH:15]=[CH:14][C:5]([CH2:6][C:7]2[C:8]([CH3:13])=[N:9][N:10]3[C:28](=[O:29])[CH:27]=[C:26]([C:20]4[CH:21]=[CH:22][C:23]([O:24][CH3:25])=[C:18]([O:17][CH3:16])[CH:19]=4)[NH:12][C:11]=23)=[CH:4][CH:3]=1. (8) The product is: [C:9](=[O:10])([O:11][CH3:12])[O:41][C:37]1[CH:38]=[CH:39][CH:40]=[C:35]([N:32]2[CH2:33][CH2:34][N:29]([C:27]([C:25]3[C:26]4[C:17]([N:18]=[C:19]5[C:24]=3[CH:23]=[CH:22][CH:21]=[CH:20]5)=[CH:16][CH:15]=[CH:14][CH:13]=4)=[O:28])[CH2:30][CH2:31]2)[CH:36]=1. Given the reactants C(N(CC)CC)C.Cl[C:9]([O:11][CH3:12])=[O:10].[CH:13]1[C:26]2[C:17](=[N:18][C:19]3[C:24]([C:25]=2[C:27]([N:29]2[CH2:34][CH2:33][N:32]([C:35]4[CH:40]=[CH:39][CH:38]=[C:37]([OH:41])[CH:36]=4)[CH2:31][CH2:30]2)=[O:28])=[CH:23][CH:22]=[CH:21][CH:20]=3)[CH:16]=[CH:15][CH:14]=1, predict the reaction product. (9) Given the reactants O1CCOCC1.C(=O)([O-])[O-].[Na+].[Na+].[CH3:13][C:14]1[C:22]2[C:17](=[CH:18][CH:19]=[C:20](B3OC(C)(C)C(C)(C)O3)[CH:21]=2)[NH:16][N:15]=1.Br[C:33]1[S:37][C:36]([N:38]([CH2:42][C@@H:43]([N:51]2C(=O)C3C(=CC=CC=3)C2=O)[CH2:44][C:45]2[CH:50]=[CH:49][CH:48]=[CH:47][CH:46]=2)C(=O)C)=[N:35][CH:34]=1, predict the reaction product. The product is: [NH2:51][C@@H:43]([CH2:44][C:45]1[CH:50]=[CH:49][CH:48]=[CH:47][CH:46]=1)[CH2:42][NH:38][C:36]1[S:37][C:33]([C:20]2[CH:21]=[C:22]3[C:17](=[CH:18][CH:19]=2)[NH:16][N:15]=[C:14]3[CH3:13])=[CH:34][N:35]=1.